Dataset: Full USPTO retrosynthesis dataset with 1.9M reactions from patents (1976-2016). Task: Predict the reactants needed to synthesize the given product. (1) The reactants are: [CH3:1][C:2]1[CH:3]=[C:4]([CH3:19])[C:5]2[CH:6]=[CH:7][C:8]3[N:9]([CH:12]=[C:13]([C:15]([NH:17][NH2:18])=[O:16])[N:14]=3)[C:10]=2[N:11]=1.[CH:20](OC)(OC)OC. Given the product [CH3:1][C:2]1[CH:3]=[C:4]([CH3:19])[C:5]2[CH:6]=[CH:7][C:8]3[N:9]([CH:12]=[C:13]([C:15]4[O:16][CH:20]=[N:18][N:17]=4)[N:14]=3)[C:10]=2[N:11]=1, predict the reactants needed to synthesize it. (2) Given the product [F:31][C:26]1[CH:25]=[C:24]([C:17]2[C:18]3[CH2:23][O:22][CH2:21][CH2:20][C:19]=3[N:15]([C:13]([NH:12][C@@H:7]([C:8]([CH3:9])([CH3:10])[CH3:11])[C:6]([NH:33][C:34]3[CH:38]=[C:37]([CH3:39])[NH:36][N:35]=3)=[O:32])=[O:14])[N:16]=2)[CH:29]=[CH:28][C:27]=1[F:30], predict the reactants needed to synthesize it. The reactants are: C(CCN[C:6](=[O:32])[C@@H:7]([NH:12][C:13]([N:15]1[C:19]2[CH2:20][CH2:21][O:22][CH2:23][C:18]=2[C:17]([C:24]2[CH:29]=[CH:28][C:27]([F:30])=[C:26]([F:31])[CH:25]=2)=[N:16]1)=[O:14])[C:8]([CH3:11])([CH3:10])[CH3:9])#N.[NH2:33][C:34]1[CH:38]=[C:37]([CH3:39])[NH:36][N:35]=1.